Dataset: Forward reaction prediction with 1.9M reactions from USPTO patents (1976-2016). Task: Predict the product of the given reaction. The product is: [F:56][C:53]([F:54])([F:55])[C:52]([O:51][C:43]12[CH2:49][CH:47]3[CH2:46][CH:45]([CH2:50][C:41]([CH2:40][O:39][C:30]4[CH:31]=[C:32]([F:38])[C:33]([C:34](=[O:35])[NH:67][S:64]([N:62]5[CH2:63][CH2:60][CH2:61]5)(=[O:66])=[O:65])=[CH:37][C:29]=4[CH:26]4[CH2:27][CH2:28]4)([CH2:48]3)[CH2:42]1)[CH2:44]2)=[O:57]. Given the reactants C12(COC3C(C4CC4)=CC(C(O)=O)=C(F)C=3)CC3CC(CC(C3)C1)C2.[CH:26]1([C:29]2[C:30]([O:39][CH2:40][C:41]34[CH2:50][CH:45]5[CH2:46][CH:47]([CH2:49][C:43]([O:51][C:52](=[O:57])[C:53]([F:56])([F:55])[F:54])([CH2:44]5)[CH2:42]3)[CH2:48]4)=[CH:31][C:32]([F:38])=[C:33]([CH:37]=2)[C:34](O)=[O:35])[CH2:28][CH2:27]1.C([CH:60]1[CH2:63][N:62]([S:64]([NH2:67])(=[O:66])=[O:65])[CH2:61]1)#N.N1(S(N)(=O)=O)CCC1, predict the reaction product.